This data is from Catalyst prediction with 721,799 reactions and 888 catalyst types from USPTO. The task is: Predict which catalyst facilitates the given reaction. (1) Reactant: [C:1]([NH:4][C:5]1[CH:10]=[CH:9][C:8]([C:11]2[C:16]([C:17]#[N:18])=[C:15]([NH2:19])[N:14]=[C:13]([S:20][CH2:21][C:22]3[N:27]=[C:26]([CH2:28][CH2:29][C:30](O)=[O:31])[CH:25]=[CH:24][CH:23]=3)[N:12]=2)=[CH:7][CH:6]=1)(=[O:3])[CH3:2].ON1C2C=CC=CC=2N=N1.[ClH:43].C(N=C=NCCCN(C)C)C.[C:55]([O:59][C:60]([N:62]1[CH2:67][CH2:66][CH:65]([CH2:68][N:69]2[CH2:74][CH2:73][NH:72][CH2:71][CH2:70]2)[CH2:64][CH2:63]1)=[O:61])([CH3:58])([CH3:57])[CH3:56]. Product: [ClH:43].[ClH:43].[C:1]([NH:4][C:5]1[CH:10]=[CH:9][C:8]([C:11]2[C:16]([C:17]#[N:18])=[C:15]([NH2:19])[N:14]=[C:13]([S:20][CH2:21][C:22]3[N:27]=[C:26]([CH2:28][CH2:29][C:30]([N:72]4[CH2:71][CH2:70][N:69]([CH2:68][CH:65]5[CH2:64][CH2:63][N:62]([C:60]([O:59][C:55]([CH3:58])([CH3:56])[CH3:57])=[O:61])[CH2:67][CH2:66]5)[CH2:74][CH2:73]4)=[O:31])[CH:25]=[CH:24][CH:23]=3)[N:12]=2)=[CH:7][CH:6]=1)(=[O:3])[CH3:2]. The catalyst class is: 21. (2) Reactant: C([O:4][C@H:5]1[CH2:9][CH2:8][C@@H:7]([C:10]2[CH:11]=[N:12][CH:13]=[CH:14][CH:15]=2)[CH2:6]1)(=O)C.[OH-].[Na+].O. Product: [N:12]1[CH:13]=[CH:14][CH:15]=[C:10]([C@@H:7]2[CH2:8][CH2:9][C@H:5]([OH:4])[CH2:6]2)[CH:11]=1. The catalyst class is: 5. (3) Reactant: [OH:1][CH2:2][C:3]1[CH:8]=[CH:7][C:6]([C:9]2[CH:14]=[CH:13][C:12]([C:15]([O:17][CH3:18])=[O:16])=[CH:11][CH:10]=2)=[C:5]([O:19][CH3:20])[CH:4]=1.[Si:21](Cl)([C:24]([CH3:27])([CH3:26])[CH3:25])([CH3:23])[CH3:22].C(N(CC)C(C)C)(C)C. Product: [Si:21]([O:1][CH2:2][C:3]1[CH:8]=[CH:7][C:6]([C:9]2[CH:10]=[CH:11][C:12]([C:15]([O:17][CH3:18])=[O:16])=[CH:13][CH:14]=2)=[C:5]([O:19][CH3:20])[CH:4]=1)([C:24]([CH3:27])([CH3:26])[CH3:25])([CH3:23])[CH3:22]. The catalyst class is: 4. (4) Reactant: [F:1][C:2]([F:9])([F:8])[C:3]([O:5]CC)=O.[CH3:10][C:11]1[CH:16]=[C:15]([CH3:17])[CH:14]=[CH:13][C:12]=1[NH:18][NH2:19]. Product: [CH3:10][C:11]1[CH:16]=[C:15]([CH3:17])[CH:14]=[CH:13][C:12]=1[NH:18][NH:19][C:3](=[O:5])[C:2]([F:1])([F:8])[F:9]. The catalyst class is: 8. (5) Reactant: [OH:1][CH2:2][CH2:3][CH2:4][CH2:5][C:6]1[CH:7]=[C:8]([CH:12]=[CH:13][CH:14]=1)[C:9]([OH:11])=[O:10].C(N(C(C)C)CC)(C)C.[CH2:24](Br)[C:25]1[CH:30]=[CH:29][CH:28]=[CH:27][CH:26]=1. Product: [OH:1][CH2:2][CH2:3][CH2:4][CH2:5][C:6]1[CH:7]=[C:8]([CH:12]=[CH:13][CH:14]=1)[C:9]([O:11][CH2:24][C:25]1[CH:30]=[CH:29][CH:28]=[CH:27][CH:26]=1)=[O:10]. The catalyst class is: 3. (6) Reactant: Cl[C:2]1[C:3]2[C:4](=[CH:15][N:16](CC3C=CC(OC)=CC=3)[N:17]=2)[N:5]=[C:6]([CH:8]2[CH2:13][CH2:12][N:11]([CH3:14])[CH2:10][CH2:9]2)[N:7]=1.[CH3:27][N:28]([CH3:36])[C:29]1[CH:34]=[CH:33][C:32]([NH2:35])=[CH:31][CH:30]=1.Cl. Product: [CH3:27][N:28]([CH3:36])[C:29]1[CH:34]=[CH:33][C:32]([NH:35][C:2]2[C:3]3[NH:17][N:16]=[CH:15][C:4]=3[N:5]=[C:6]([CH:8]3[CH2:9][CH2:10][N:11]([CH3:14])[CH2:12][CH2:13]3)[N:7]=2)=[CH:31][CH:30]=1. The catalyst class is: 71. (7) The catalyst class is: 13. Product: [CH:11]1[CH:10]=[CH:9][C:8]([NH:7][C:1]2[CH:2]=[CH:3][C:4]([Br:14])=[CH:5][CH:6]=2)=[CH:13][CH:12]=1. Reactant: [C:1]1([NH:7][C:8]2[CH:13]=[CH:12][CH:11]=[CH:10][CH:9]=2)[CH:6]=[CH:5][CH:4]=[CH:3][CH:2]=1.[Br:14]N1C(=O)CCC1=O. (8) Reactant: FC1C=CC(C[O:7][C:8](=[O:35])[C:9]2[C:10](=[CH:22][C:23]([O:26][CH2:27][C:28]3[CH:33]=[CH:32][C:31]([F:34])=[CH:30][CH:29]=3)=[CH:24][CH:25]=2)[C:11]([O:13]CC2C=CC(F)=CC=2)=[O:12])=CC=1. Product: [F:34][C:31]1[CH:30]=[CH:29][C:28]([CH2:27][O:26][C:23]2[CH:22]=[C:10]([C:11]([OH:13])=[O:12])[C:9](=[CH:25][CH:24]=2)[C:8]([OH:35])=[O:7])=[CH:33][CH:32]=1. The catalyst class is: 30.